From a dataset of Reaction yield outcomes from USPTO patents with 853,638 reactions. Predict the reaction yield, written as a fraction of the theoretical maximum amount of product (1.0 means a 100% yield; for example, 0.34 means a 34% yield). (1) The reactants are [F:1][C:2]1[CH:3]=[CH:4][C:5]([CH:8]=O)=[N:6][CH:7]=1.Cl.[NH2:11][OH:12].[OH-].[Na+].Cl. The catalyst is C(O)C.O. The product is [F:1][C:2]1[CH:3]=[CH:4][C:5]([CH:8]=[N:11][OH:12])=[N:6][CH:7]=1. The yield is 0.790. (2) The yield is 0.975. The reactants are [F:1][CH:2]([F:14])[CH2:3][NH:4][C:5]1[CH:10]=[CH:9][CH:8]=[CH:7][C:6]=1[N+:11]([O-])=O. The catalyst is CO.[Pd]. The product is [F:1][CH:2]([F:14])[CH2:3][NH:4][C:5]1[C:6]([NH2:11])=[CH:7][CH:8]=[CH:9][CH:10]=1. (3) The reactants are [O-]P([O-])([O-])=O.[K+].[K+].[K+].[CH2:9]([NH2:16])[C:10]1[CH:15]=[CH:14][CH:13]=[CH:12][CH:11]=1.I[C:18]1[CH:23]=[CH:22][C:21]([CH3:24])=[CH:20][CH:19]=1.C(O)CO. The catalyst is [Cu]I.CCCCCC.C(OCC)(=O)C.CC(O)C. The product is [C:21]1([CH3:24])[CH:22]=[CH:23][C:18]([NH:16][CH2:9][C:10]2[CH:15]=[CH:14][CH:13]=[CH:12][CH:11]=2)=[CH:19][CH:20]=1. The yield is 0.860. (4) The reactants are [Cl:1]C1C(F)=C(C[N:9]2[CH2:14][CH2:13][C@@H:12]([C:15]([O:17][CH3:18])=[O:16])[CH2:11][C@H:10]2[CH3:19])C=CC=1.ClCCCl.ClC(OC(Cl)C)=O. The catalyst is CO. The product is [ClH:1].[CH3:19][C@@H:10]1[CH2:11][C@H:12]([C:15]([O:17][CH3:18])=[O:16])[CH2:13][CH2:14][NH:9]1. The yield is 0.845. (5) The reactants are [F:1][C:2]1[CH:3]=[C:4]([C:8]2[S:9][C:10]([C:14](=O)[CH2:15][C:16](=O)[C:17]([O:19][CH2:20][CH3:21])=[O:18])=[C:11]([CH3:13])[N:12]=2)[CH:5]=[N:6][CH:7]=1.[CH3:24][NH:25][NH2:26]. The catalyst is C(O)C. The product is [F:1][C:2]1[CH:3]=[C:4]([C:8]2[S:9][C:10]([C:14]3[CH:15]=[C:16]([C:17]([O:19][CH2:20][CH3:21])=[O:18])[N:25]([CH3:24])[N:26]=3)=[C:11]([CH3:13])[N:12]=2)[CH:5]=[N:6][CH:7]=1. The yield is 0.170.